From a dataset of Full USPTO retrosynthesis dataset with 1.9M reactions from patents (1976-2016). Predict the reactants needed to synthesize the given product. (1) The reactants are: [F:1][C:2]1[CH:7]=[CH:6][CH:5]=[CH:4][C:3]=1[N:8]1[C:12]([C:13]2[CH:18]=[CH:17][C:16]([N+:19]([O-])=[O:20])=[CH:15][CH:14]=2)=[CH:11][CH:10]=[N:9]1.[F:22][C:23]([F:34])([F:33])[C:24]1[CH:29]=[CH:28][C:27]([CH2:30]C#N)=[CH:26][CH:25]=1. Given the product [F:1][C:2]1[CH:7]=[CH:6][CH:5]=[CH:4][C:3]=1[N:8]1[C:12]([C:13]2[CH:18]=[CH:17][C:16]3=[N:19][O:20][C:30]([C:27]4[CH:26]=[CH:25][C:24]([C:23]([F:22])([F:33])[F:34])=[CH:29][CH:28]=4)=[C:15]3[CH:14]=2)=[CH:11][CH:10]=[N:9]1, predict the reactants needed to synthesize it. (2) Given the product [CH:11]1([N:8]2[C:9]3[CH:10]=[C:2]([C:37]4[CH:38]=[CH:39][C:40]([CH2:41][N:42]5[CH2:47][CH2:46][O:45][CH2:44][CH2:43]5)=[CH:48][CH:49]=4)[CH:3]=[C:4]([C:16]([NH:18][CH2:19][C:20]4[C:21](=[O:28])[NH:22][C:23]([CH3:27])=[CH:24][C:25]=4[CH3:26])=[O:17])[C:5]=3[CH:6]=[N:7]2)[CH2:15][CH2:14][CH2:13][CH2:12]1, predict the reactants needed to synthesize it. The reactants are: Br[C:2]1[CH:3]=[C:4]([C:16]([NH:18][CH2:19][C:20]2[C:21](=[O:28])[NH:22][C:23]([CH3:27])=[CH:24][C:25]=2[CH3:26])=[O:17])[C:5]2[CH:6]=[N:7][N:8]([CH:11]3[CH2:15][CH2:14][CH2:13][CH2:12]3)[C:9]=2[CH:10]=1.CC1(C)C(C)(C)OB([C:37]2[CH:49]=[CH:48][C:40]([CH2:41][N:42]3[CH2:47][CH2:46][O:45][CH2:44][CH2:43]3)=[CH:39][CH:38]=2)O1.C([O-])([O-])=O.[Na+].[Na+]. (3) Given the product [Cl:3][C:4]1[C:9]([C:10]2[N:14]([S:49]([C:45]3[CH:46]=[CH:47][CH:48]=[C:43]([C:41]#[N:42])[CH:44]=3)(=[O:51])=[O:50])[CH:13]=[C:12]([CH2:15][N:16]([CH3:24])[C:17](=[O:23])[O:18][C:19]([CH3:21])([CH3:22])[CH3:20])[C:11]=2[F:25])=[CH:8][CH:7]=[CH:6][N:5]=1, predict the reactants needed to synthesize it. The reactants are: [H-].[Na+].[Cl:3][C:4]1[C:9]([C:10]2[NH:14][CH:13]=[C:12]([CH2:15][N:16]([CH3:24])[C:17](=[O:23])[O:18][C:19]([CH3:22])([CH3:21])[CH3:20])[C:11]=2[F:25])=[CH:8][CH:7]=[CH:6][N:5]=1.C1OCCOCCOCCOCCOC1.[C:41]([C:43]1[CH:44]=[C:45]([S:49](Cl)(=[O:51])=[O:50])[CH:46]=[CH:47][CH:48]=1)#[N:42]. (4) Given the product [NH2:1][C@:2]1([CH2:25][OH:26])[CH2:6][CH2:5][C@H:4]([C:7]2[CH:16]=[CH:15][C:14]3[CH2:13][C@@H:12]([CH2:17][S:18]([C:19]4[CH:20]=[CH:21][CH:22]=[CH:23][CH:24]=4)=[O:29])[CH2:11][CH2:10][C:9]=3[CH:8]=2)[CH2:3]1, predict the reactants needed to synthesize it. The reactants are: [NH2:1][C@:2]1([CH2:25][OH:26])[CH2:6][CH2:5][C@H:4]([C:7]2[CH:16]=[CH:15][C:14]3[CH2:13][C@@H:12]([CH2:17][S:18][C:19]4[CH:24]=[CH:23][CH:22]=[CH:21][CH:20]=4)[CH2:11][CH2:10][C:9]=3[CH:8]=2)[CH2:3]1.CS(C)=[O:29].CC1(C)C2(CS(O)(=O)=O)C(CC1CC2)=O.C(=O)=O.C1C=C(Cl)C=C(C(OO)=O)C=1. (5) Given the product [N:7]1[CH:8]=[CH:9][C:4]([CH2:3][O:10][C:11]2[CH:12]=[CH:13][C:14]([CH2:17][CH2:18][CH:19]([CH2:24][CH2:25][CH2:26][C:27]3[CH:28]=[CH:29][CH:30]=[CH:31][CH:32]=3)[C:20]([O:22][CH3:23])=[O:21])=[CH:15][CH:16]=2)=[CH:5][CH:6]=1, predict the reactants needed to synthesize it. The reactants are: Br.Br[CH2:3][C:4]1[CH:9]=[CH:8][N:7]=[CH:6][CH:5]=1.[OH:10][C:11]1[CH:16]=[CH:15][C:14]([CH2:17][CH2:18][CH:19]([CH2:24][CH2:25][CH2:26][C:27]2[CH:32]=[CH:31][CH:30]=[CH:29][CH:28]=2)[C:20]([O:22][CH3:23])=[O:21])=[CH:13][CH:12]=1.C([O-])([O-])=O.[Cs+].[Cs+].Cl. (6) Given the product [F:13][C:14]1[CH:19]=[CH:18][C:17]([S:20][C:21]2[CH:26]=[CH:25][C:24]([CH3:27])=[CH:23][C:22]=2[NH:28][C:2]2[C:3]3[C:8](=[N:7][C:6]([CH3:12])=[CH:5][CH:4]=3)[N:9]=[CH:10][CH:11]=2)=[CH:16][CH:15]=1, predict the reactants needed to synthesize it. The reactants are: Cl[C:2]1[CH:11]=[CH:10][N:9]=[C:8]2[C:3]=1[CH:4]=[CH:5][C:6]([CH3:12])=[N:7]2.[F:13][C:14]1[CH:19]=[CH:18][C:17]([S:20][C:21]2[CH:26]=[CH:25][C:24]([CH3:27])=[CH:23][C:22]=2[NH2:28])=[CH:16][CH:15]=1. (7) The reactants are: [C:1]([O:4][C@@H:5]1[C@@H:19]([O:20][C:21](=[O:23])[CH3:22])[C@H:18]([O:24][C:25](=[O:27])[CH3:26])[CH2:17][S:16][C@H:6]1[O:7][C:8]1[C:9]([F:15])=[N:10][CH:11]=[C:12](Br)[CH:13]=1)(=[O:3])[CH3:2].[N:28]1[CH:33]=[CH:32][C:31](B(O)O)=[CH:30][CH:29]=1. Given the product [C:1]([O:4][C@@H:5]1[C@@H:19]([O:20][C:21](=[O:23])[CH3:22])[C@H:18]([O:24][C:25](=[O:27])[CH3:26])[CH2:17][S:16][C@H:6]1[O:7][C:8]1[C:9]([F:15])=[N:10][CH:11]=[C:12]([C:31]2[CH:32]=[CH:33][N:28]=[CH:29][CH:30]=2)[CH:13]=1)(=[O:3])[CH3:2], predict the reactants needed to synthesize it.